Dataset: Drug-target binding data from BindingDB using Ki measurements. Task: Regression. Given a target protein amino acid sequence and a drug SMILES string, predict the binding affinity score between them. We predict pKi (pKi = -log10(Ki in M); higher means stronger inhibition). Dataset: bindingdb_ki. The small molecule is C[C@H](N)C(=O)NCC(=O)N[C@H]1CSSC[C@@H](C(=O)O)NC(=O)[C@H](CO)NC(=O)[C@H]([C@@H](C)O)NC(=O)[C@H](Cc2ccccc2)NC(=O)[C@H]([C@@H](C)O)NC(=O)[C@H](CCCCN)NC(=O)[C@H](Cc2c[nH]c3ccccc23)NC(=O)[C@H](Cc2ccccc2)NC(=O)[C@H](Cc2ccccc2)NC(=O)[C@H](CC(N)=O)NC(=O)[C@H](CCCCN)NC1=O. The pKi is 8.8. The target protein (P30936) has sequence MAAVTYPSSVPTTLDPGNASSAWPLDTSLGNASAGTSLAGLAVSGILISLVYLVVCVVGLLGNSLVIYVVLRHTSSPSVTSVYILNLALADELFMLGLPFLAAQNALSYWPFGSLMCRLVMAVDGINQFTSIFCLTVMSVDRYLAVVHPTRSARWRTAPVARMVSAAVWVASAVVVLPVVVFSGVPRGMSTCHMQWPEPAAAWRTAFIIYTAALGFFGPLLVICLCYLLIVVKVRSTTRRVRAPSCQWVQAPACQRRRRSERRVTRMVVAVVALFVLCWMPFYLLNIVNVVCPLPEEPAFFGLYFLVVALPYANSCANPILYGFLSYRFKQGFRRILLRPSRRVRSQEPGSGPPEKTEEEEDEEEEERREEEERRMQRGQEMNGRLSQIAQPGPSGQQQRPCTGTAKEQQLLPQEATAGDKASTLSHL.